This data is from Forward reaction prediction with 1.9M reactions from USPTO patents (1976-2016). The task is: Predict the product of the given reaction. Given the reactants [NH:1]1[CH2:6][CH2:5][NH:4][CH2:3][CH2:2]1.[Li].CO[C:10]1[CH:11]=[C:12]2[C:17](=[CH:18][CH:19]=1)[CH:16]=[C:15]([C:20](=[O:22])[CH3:21])[CH:14]=[CH:13]2, predict the reaction product. The product is: [N:1]1([C:10]2[CH:11]=[C:12]3[C:17](=[CH:18][CH:19]=2)[CH:16]=[C:15]([C:20](=[O:22])[CH3:21])[CH:14]=[CH:13]3)[CH2:6][CH2:5][NH:4][CH2:3][CH2:2]1.